Predict the reactants needed to synthesize the given product. From a dataset of Full USPTO retrosynthesis dataset with 1.9M reactions from patents (1976-2016). Given the product [C:1]1([C:7]2[N:15]=[C:14]3[C:10]([N:11]([C:35]([N:30]4[CH2:34][CH2:33][CH2:32][CH2:31]4)=[O:36])[C:12](=[O:16])[NH:13]3)=[CH:9][N:8]=2)[CH:2]=[CH:3][CH:4]=[CH:5][CH:6]=1, predict the reactants needed to synthesize it. The reactants are: [C:1]1([C:7]2[N:15]=[C:14]3[C:10]([NH:11][C:12](=[O:16])[NH:13]3)=[CH:9][N:8]=2)[CH:6]=[CH:5][CH:4]=[CH:3][CH:2]=1.N12CCN(CC1)CC2.CN(C)C=O.[N:30]1([C:35](Cl)=[O:36])[CH2:34][CH2:33][CH2:32][CH2:31]1.